The task is: Regression. Given a peptide amino acid sequence and an MHC pseudo amino acid sequence, predict their binding affinity value. This is MHC class I binding data.. This data is from Peptide-MHC class I binding affinity with 185,985 pairs from IEDB/IMGT. (1) The peptide sequence is ILSPFLPLL. The MHC is HLA-A11:01 with pseudo-sequence HLA-A11:01. The binding affinity (normalized) is 0.0828. (2) The peptide sequence is RSNAAIGAVF. The MHC is HLA-A23:01 with pseudo-sequence HLA-A23:01. The binding affinity (normalized) is 0.401. (3) The peptide sequence is YLQQNWWTL. The MHC is HLA-A01:01 with pseudo-sequence HLA-A01:01. The binding affinity (normalized) is 0.238.